Dataset: Buchwald-Hartwig C-N cross coupling reaction yields with 55,370 reactions. Task: Predict the reaction yield, written as a fraction of the theoretical maximum amount of product (1.0 means a 100% yield; for example, 0.34 means a 34% yield). (1) The reactants are COc1ccc(I)cc1.Cc1ccc(N)cc1.O=S(=O)(O[Pd]1c2ccccc2-c2ccccc2N~1)C(F)(F)F.CC(C)c1cc(C(C)C)c(-c2ccccc2P(C(C)(C)C)C(C)(C)C)c(C(C)C)c1.CN1CCCN2CCCN=C12.Cc1cc(C)on1. No catalyst specified. The product is COc1ccc(Nc2ccc(C)cc2)cc1. The yield is 0.520. (2) No catalyst specified. The reactants are COc1ccc(I)cc1.Cc1ccc(N)cc1.O=S(=O)(O[Pd]1c2ccccc2-c2ccccc2N~1)C(F)(F)F.CC(C)c1cc(C(C)C)c(-c2ccccc2P(C2CCCCC2)C2CCCCC2)c(C(C)C)c1.CCN=P(N=P(N(C)C)(N(C)C)N(C)C)(N(C)C)N(C)C.CCOC(=O)c1ccon1. The product is COc1ccc(Nc2ccc(C)cc2)cc1. The yield is 0. (3) The reactants are Clc1ccccn1.Cc1ccc(N)cc1.O=S(=O)(O[Pd]1c2ccccc2-c2ccccc2N~1)C(F)(F)F.CC(C)c1cc(C(C)C)c(-c2ccccc2P(C(C)(C)C)C(C)(C)C)c(C(C)C)c1.CN(C)C(=NC(C)(C)C)N(C)C.c1ccc(-c2ccon2)cc1. No catalyst specified. The product is Cc1ccc(Nc2ccccn2)cc1. The yield is 0.806. (4) The reactants are Clc1cccnc1.Cc1ccc(N)cc1.O=S(=O)(O[Pd]1c2ccccc2-c2ccccc2N~1)C(F)(F)F.COc1ccc(OC)c(P(C(C)(C)C)C(C)(C)C)c1-c1c(C(C)C)cc(C(C)C)cc1C(C)C.CN1CCCN2CCCN=C12.c1ccc(-c2cnoc2)cc1. No catalyst specified. The product is Cc1ccc(Nc2cccnc2)cc1. The yield is 0.299. (5) The reactants are Clc1cccnc1.Cc1ccc(N)cc1.O=S(=O)(O[Pd]1c2ccccc2-c2ccccc2N~1)C(F)(F)F.COc1ccc(OC)c(P([C@]23C[C@H]4C[C@H](C[C@H](C4)C2)C3)[C@]23C[C@H]4C[C@H](C[C@H](C4)C2)C3)c1-c1c(C(C)C)cc(C(C)C)cc1C(C)C.CN1CCCN2CCCN=C12.COC(=O)c1ccno1. No catalyst specified. The product is Cc1ccc(Nc2cccnc2)cc1. The yield is 0.0773.